Predict the reactants needed to synthesize the given product. From a dataset of Full USPTO retrosynthesis dataset with 1.9M reactions from patents (1976-2016). (1) Given the product [CH3:36][C:35]1[C:30]([NH:29][C:28]([C:25]2[S:24][C:23]([NH:22][C:39]3[CH:44]=[C:43]([N:7]4[CH2:8][CH2:9][N:4]([CH2:3][CH2:2][OH:1])[CH2:5][CH2:6]4)[N:42]=[C:41]([CH3:46])[N:40]=3)=[N:27][CH:26]=2)=[O:38])=[C:31]([Cl:37])[CH:32]=[CH:33][CH:34]=1, predict the reactants needed to synthesize it. The reactants are: [OH:1][CH2:2][CH2:3][N:4]1[CH2:9][CH2:8][NH:7][CH2:6][CH2:5]1.C(=O)([O-])[O-].[Na+].[Na+].C(OC(=O)[N:22]([C:39]1[CH:44]=[C:43](Cl)[N:42]=[C:41]([CH3:46])[N:40]=1)[C:23]1[S:24][C:25]([C:28](=[O:38])[NH:29][C:30]2[C:35]([CH3:36])=[CH:34][CH:33]=[CH:32][C:31]=2[Cl:37])=[CH:26][N:27]=1)(C)(C)C.C(NC(C)(C)C)(C)(C)C.C(O)C(N)(CO)CO. (2) The reactants are: [OH:1][C:2]1[CH:3]=[CH:4][C:5]([N+:12]([O-])=O)=[C:6]2[C:11]=1[N:10]=[CH:9][CH:8]=[CH:7]2.NC1C=CC(O)=CC=1F. Given the product [NH2:12][C:5]1[CH:4]=[CH:3][C:2]([OH:1])=[C:11]2[C:6]=1[CH:7]=[CH:8][CH:9]=[N:10]2, predict the reactants needed to synthesize it. (3) Given the product [CH2:1]([O:8][C:9]1[CH:14]=[CH:13][C:12]([O:15][C:16]2[C:21]([CH3:22])=[CH:20][C:19]([N+:23]([O-:25])=[O:24])=[CH:18][C:17]=2[CH3:26])=[CH:11][C:10]=1[S:27]([Cl:40])(=[O:30])=[O:28])[C:2]1[CH:7]=[CH:6][CH:5]=[CH:4][CH:3]=1, predict the reactants needed to synthesize it. The reactants are: [CH2:1]([O:8][C:9]1[CH:14]=[CH:13][C:12]([O:15][C:16]2[C:21]([CH3:22])=[CH:20][C:19]([N+:23]([O-:25])=[O:24])=[CH:18][C:17]=2[CH3:26])=[CH:11][C:10]=1[S:27]([OH:30])(=O)=[O:28])[C:2]1[CH:7]=[CH:6][CH:5]=[CH:4][CH:3]=1.[Cs].CN(C=O)C.C(Cl)(=O)C([Cl:40])=O. (4) Given the product [OH:1][C:2]1[CH:7]=[CH:6][C:5]([CH2:8][CH2:9][S:10][C@@H:11]([CH2:15][C:16]2[CH:21]=[CH:20][C:19]([CH2:22][CH2:23][O:24][C:25]3[CH:26]=[CH:27][C:28]([O:31][S:32]([CH3:35])(=[O:34])=[O:33])=[CH:29][CH:30]=3)=[CH:18][CH:17]=2)[C:12]([O-:14])=[O:13])=[CH:4][CH:3]=1.[C:36]([NH3+:40])([CH3:39])([CH3:38])[CH3:37], predict the reactants needed to synthesize it. The reactants are: [OH:1][C:2]1[CH:7]=[CH:6][C:5]([CH2:8][CH2:9][S:10][CH:11]([CH2:15][C:16]2[CH:21]=[CH:20][C:19]([CH2:22][CH2:23][O:24][C:25]3[CH:30]=[CH:29][C:28]([O:31][S:32]([CH3:35])(=[O:34])=[O:33])=[CH:27][CH:26]=3)=[CH:18][CH:17]=2)[C:12]([O-:14])=[O:13])=[CH:4][CH:3]=1.[C:36]([NH3+:40])([CH3:39])([CH3:38])[CH3:37]. (5) Given the product [C:1]([O:5][C:6]([N:8]([CH2:26][C:27]([O:29][C:30]([CH3:33])([CH3:32])[CH3:31])=[O:28])[C:9]1[CH:14]=[CH:13][CH:12]=[C:11]([CH:15]([CH2:66][C:65]2[CH:64]=[CH:63][C:62]([C:57]3[CH:58]=[CH:59][CH:60]=[CH:61][N:56]=3)=[CH:69][CH:68]=2)[NH:16][S:17]([C:20]2[CH:21]=[N:22][CH:23]=[CH:24][CH:25]=2)(=[O:19])=[O:18])[N:10]=1)=[O:7])([CH3:4])([CH3:3])[CH3:2], predict the reactants needed to synthesize it. The reactants are: [C:1]([O:5][C:6]([N:8]([CH2:26][C:27]([O:29][C:30]([CH3:33])([CH3:32])[CH3:31])=[O:28])[C:9]1[CH:14]=[CH:13][CH:12]=[C:11]([CH2:15][NH:16][S:17]([C:20]2[CH:21]=[N:22][CH:23]=[CH:24][CH:25]=2)(=[O:19])=[O:18])[N:10]=1)=[O:7])([CH3:4])([CH3:3])[CH3:2].S1C=CN=C1C1C=CC(CNS(C2C=NC=CC=2)(=O)=O)=CC=1.[N:56]1[CH:61]=[CH:60][CH:59]=[CH:58][C:57]=1[C:62]1[CH:69]=[CH:68][C:65]([CH2:66]O)=[CH:64][CH:63]=1.